Dataset: Forward reaction prediction with 1.9M reactions from USPTO patents (1976-2016). Task: Predict the product of the given reaction. (1) Given the reactants [CH3:1][O:2][C:3]1[C:4]([C:9]([O:11]C)=[O:10])=[N:5][CH:6]=[CH:7][CH:8]=1.[OH-].[Na+:14], predict the reaction product. The product is: [CH3:1][O:2][C:3]1[C:4]([C:9]([O-:11])=[O:10])=[N:5][CH:6]=[CH:7][CH:8]=1.[Na+:14]. (2) The product is: [NH2:1][C:2]1[N:7]=[C:6]([N:8]([CH3:15])[C:9]2[CH:14]=[CH:13][CH:12]=[C:11]([CH3:21])[CH:10]=2)[N:5]=[C:4]([C:16]([NH:19][OH:20])=[NH:17])[N:3]=1. Given the reactants [NH2:1][C:2]1[N:7]=[C:6]([N:8]([CH3:15])[C:9]2[CH:14]=[CH:13][CH:12]=[CH:11][CH:10]=2)[N:5]=[C:4]([C:16]#[N:17])[N:3]=1.Cl.[NH2:19][OH:20].[C:21](=O)([O-])O.[Na+], predict the reaction product.